Dataset: Reaction yield outcomes from USPTO patents with 853,638 reactions. Task: Predict the reaction yield, written as a fraction of the theoretical maximum amount of product (1.0 means a 100% yield; for example, 0.34 means a 34% yield). The reactants are [NH2:1][CH2:2][C@@H:3]1[CH2:8][CH2:7][CH2:6][N:5]([C:9]([O:11][C:12]([CH3:15])([CH3:14])[CH3:13])=[O:10])[CH2:4]1.C(N(CC)CC)C.Cl[C:24]([O:26][CH2:27][CH2:28][O:29][CH3:30])=[O:25]. The catalyst is C(Cl)Cl. The product is [CH3:30][O:29][CH2:28][CH2:27][O:26][C:24](=[O:25])[NH:1][CH2:2][C@@H:3]1[CH2:8][CH2:7][CH2:6][N:5]([C:9]([O:11][C:12]([CH3:15])([CH3:14])[CH3:13])=[O:10])[CH2:4]1. The yield is 0.670.